This data is from Reaction yield outcomes from USPTO patents with 853,638 reactions. The task is: Predict the reaction yield, written as a fraction of the theoretical maximum amount of product (1.0 means a 100% yield; for example, 0.34 means a 34% yield). (1) The reactants are [Cl:1][C:2]1[CH:11]=[CH:10][CH:9]=[CH:8][C:3]=1[C:4](=O)[CH2:5]Br.[CH3:12][O:13][C:14]1[CH:15]=[C:16]([NH:26][C:27]([NH2:29])=[S:28])[CH:17]=[CH:18][C:19]=1[N:20]1[CH:24]=[C:23]([CH3:25])[N:22]=[CH:21]1. The catalyst is C(Cl)Cl.C(OCC)C.C(O)C. The product is [Cl:1][C:2]1[CH:11]=[CH:10][CH:9]=[CH:8][C:3]=1[C:4]1[N:29]=[C:27]([NH:26][C:16]2[CH:17]=[CH:18][C:19]([N:20]3[CH:24]=[C:23]([CH3:25])[N:22]=[CH:21]3)=[C:14]([O:13][CH3:12])[CH:15]=2)[S:28][CH:5]=1. The yield is 1.00. (2) The reactants are [CH3:1][C:2]([CH3:15])([CH3:14])[CH2:3][C:4]([C:6]1[CH:13]=[CH:12][C:9]([CH2:10]N)=[CH:8][CH:7]=1)=[O:5].O.NN.CC(C)(C)CC(C1C=CC(CN2C(=O)C3C(=CC=CC=3)C2=O)=CC=1)=O. The catalyst is CO. The product is [CH3:1][C:2]([CH3:15])([CH3:14])[CH2:3][C:4]([C:6]1[CH:7]=[CH:8][C:9]([CH3:10])=[CH:12][CH:13]=1)=[O:5]. The yield is 0.770.